Dataset: Forward reaction prediction with 1.9M reactions from USPTO patents (1976-2016). Task: Predict the product of the given reaction. (1) Given the reactants [C:1]([N:8]1[CH2:13][CH2:12][C:11](=[O:14])[CH2:10][CH2:9]1)([O:3][C:4]([CH3:7])([CH3:6])[CH3:5])=[O:2], predict the reaction product. The product is: [C:4]([O:3][C:1]([N:8]1[CH2:13][CH2:12][C:11](=[O:14])[C:10](=[CH:1][N:8]([CH3:13])[CH3:9])[CH2:9]1)=[O:2])([CH3:7])([CH3:6])[CH3:5]. (2) Given the reactants CC1(C)C(B2OC(C)(C)C(C)(C)O2)=CCC1.COC1C=CC=C(OC)C=1C1C=CC=CC=1P(C1CCCCC1)C1CCCCC1.P([O-])([O-])([O-])=O.[K+].[K+].[K+].[CH3:54][C:55]1([CH3:80])[C:59]([C:60]2[CH:65]=[C:64]([C:66](OCC)=[O:67])[CH:63]=[CH:62][C:61]=2[C:71]2[CH:76]=[C:75]([O:77][CH3:78])[CH:74]=[CH:73][C:72]=2[F:79])=[CH:58][CH2:57][CH2:56]1.[H-].[H-].[H-].[H-].[Li+].[Al+3].[OH-].[Na+], predict the reaction product. The product is: [CH3:54][C:55]1([CH3:80])[C:59]([C:60]2[CH:65]=[C:64]([CH2:66][OH:67])[CH:63]=[CH:62][C:61]=2[C:71]2[CH:76]=[C:75]([O:77][CH3:78])[CH:74]=[CH:73][C:72]=2[F:79])=[CH:58][CH2:57][CH2:56]1.